Dataset: Reaction yield outcomes from USPTO patents with 853,638 reactions. Task: Predict the reaction yield, written as a fraction of the theoretical maximum amount of product (1.0 means a 100% yield; for example, 0.34 means a 34% yield). (1) The reactants are CN(C)[CH:3]1[C:14]2[C:6](=[CH:7][CH:8]=[C:9]3[C:13]=2[S:12](=C)[CH:11]=[N:10]3)[NH:5][C:4]1=[O:16].[CH3:18][CH2:19][C:20]1([C:28]2[CH:33]=[CH:32][C:31]([NH2:34])=[CH:30][CH:29]=2)[C:26](=[O:27])[NH:25][C:23](=[O:24])[CH2:22][CH2:21]1.[CH2:35](O)C. The catalyst is C(OCC)C. The product is [CH2:19]([C:20]1([C:28]2[CH:29]=[CH:30][C:31]([NH:34]/[CH:35]=[C:3]3\[C:4](=[O:16])[NH:5][C:6]4[C:14]\3=[C:13]3[S:12][CH:11]=[N:10][C:9]3=[CH:8][CH:7]=4)=[CH:32][CH:33]=2)[CH2:21][CH2:22][C:23](=[O:24])[NH:25][C:26]1=[O:27])[CH3:18]. The yield is 0.540. (2) The reactants are [BH4-].[Na+].[C:3]12([CH2:13][CH2:14][N-:15][CH2:16][CH2:17][CH2:18][CH2:19][CH3:20])[CH2:12][CH:7]3[CH2:8][CH:9]([CH2:11][CH:5]([CH2:6]3)[CH2:4]1)[CH2:10]2.[OH2:21].[C:22]([O:25][CH2:26][CH3:27])(=O)[CH3:23].C[OH:29]. No catalyst specified. The product is [C:3]12([CH2:13][CH2:14][N:15]([CH2:16][CH2:17][CH2:18][CH2:19][CH3:20])[C:23](=[O:29])[CH2:22][O:25][CH2:26][CH2:27][OH:21])[CH2:10][CH:9]3[CH2:8][CH:7]([CH2:6][CH:5]([CH2:11]3)[CH2:4]1)[CH2:12]2. The yield is 0.220. (3) The reactants are [NH2:1][C:2]1[N:3]([CH3:22])[C:4](=[O:21])[C:5]2[C:10]([C:11]3[C:16]([CH3:17])=[CH:15][C:14]([CH3:18])=[CH:13][C:12]=3[CH3:19])=[CH:9][N:8]([CH3:20])[C:6]=2[N:7]=1.Br[CH2:24][CH2:25][CH2:26][CH2:27][CH2:28]Br.[H-].[Na+]. The catalyst is CN(C)C=O. The product is [C:12]1([CH3:19])[CH:13]=[C:14]([CH3:18])[CH:15]=[C:16]([CH3:17])[C:11]=1[C:10]1[C:5]2[C:4](=[O:21])[N:3]([CH3:22])[C:2]([N:1]3[CH2:28][CH2:27][CH2:26][CH2:25][CH2:24]3)=[N:7][C:6]=2[N:8]([CH3:20])[CH:9]=1. The yield is 0.670. (4) The reactants are Br[C:2]1[CH:3]=[CH:4][C:5]2[O:11][CH2:10][CH2:9][N:8]3[CH:12]=[C:13]([C:15]4[N:19]([CH:20]([CH3:22])[CH3:21])[N:18]=[C:17]([CH3:23])[N:16]=4)[N:14]=[C:7]3[C:6]=2[CH:24]=1.C([O-])(=O)C.[K+].[CH3:30][N:31]1[CH:35]=[CH:34][C:33](B2OC(C)(C)C(C)(C)O2)=[N:32]1. The catalyst is C(#N)C.CCOC(C)=O.C1C=CC([P]([Pd]([P](C2C=CC=CC=2)(C2C=CC=CC=2)C2C=CC=CC=2)([P](C2C=CC=CC=2)(C2C=CC=CC=2)C2C=CC=CC=2)[P](C2C=CC=CC=2)(C2C=CC=CC=2)C2C=CC=CC=2)(C2C=CC=CC=2)C2C=CC=CC=2)=CC=1. The product is [CH:20]([N:19]1[C:15]([C:13]2[N:14]=[C:7]3[C:6]4[CH:24]=[C:2]([C:34]5[CH:33]=[N:32][N:31]([CH3:30])[CH:35]=5)[CH:3]=[CH:4][C:5]=4[O:11][CH2:10][CH2:9][N:8]3[CH:12]=2)=[N:16][C:17]([CH3:23])=[N:18]1)([CH3:22])[CH3:21]. The yield is 0.550. (5) The reactants are Cl[C:2]1[S:3][C:4]2[CH:10]=[C:9]([Cl:11])[CH:8]=[CH:7][C:5]=2[N:6]=1.[F:12][C:13]1[CH:19]=[C:18]([I:20])[CH:17]=[CH:16][C:14]=1[NH2:15].Cl. The catalyst is C(O)CCC. The product is [I:20][C:18]1[CH:17]=[CH:16][C:14]([NH:15][C:2]2[S:3][C:4]3[CH:10]=[C:9]([Cl:11])[CH:8]=[CH:7][C:5]=3[N:6]=2)=[C:13]([F:12])[CH:19]=1. The yield is 0.380. (6) The reactants are CO[C:3](=[O:27])[C:4]1[CH:9]=[CH:8][C:7]([O:10][CH2:11][C:12]2[C:13]([C:21]3[CH:26]=[CH:25][CH:24]=[CH:23][CH:22]=3)=[N:14][O:15][C:16]=2[C:17]([F:20])([F:19])[F:18])=[N:6][CH:5]=1.COC(=O)C1C=CC(OC[C:39]2[C:40]([C:45]3[CH:50]=CC=C(F)C=3)=[N:41][O:42][C:43]=2C)=NC=1.NC1CCOCC1. No catalyst specified. The product is [C:21]1([C:13]2[C:12]([CH2:11][O:10][C:7]3[CH:8]=[CH:9][C:4]([C:3]([NH:41][CH:40]4[CH2:45][CH2:50][O:42][CH2:43][CH2:39]4)=[O:27])=[CH:5][N:6]=3)=[C:16]([C:17]([F:19])([F:20])[F:18])[O:15][N:14]=2)[CH:26]=[CH:25][CH:24]=[CH:23][CH:22]=1. The yield is 0.940. (7) The reactants are [CH2:1]([N:8]1[C:21](=[O:22])[C@H:20](CC(O)=O)[CH2:19][C:18]2[CH:17]=[CH:16][C:15]3[NH:14][N:13]=[CH:12][C:11]=3[C:10]=2[CH2:9]1)[C:2]1[CH:7]=[CH:6][CH:5]=[CH:4][CH:3]=1.[NH:27]1[CH2:32][CH2:31][CH:30]([CH:33]2[CH2:42][C:41]3[C:36](=[CH:37][CH:38]=[CH:39][CH:40]=3)[NH:35][C:34]2=[O:43])[CH2:29][CH2:28]1.ClC1C2NN=CC=2C2CN(CC(C)(C)C)C(=O)[C@H](CC(=O)N3CCC([N:67]4CC5C(=CC=CC=5)N[C:68]4=[O:77])CC3)CC=2C=1. No catalyst specified. The product is [CH2:1]([N:8]1[C:21](=[O:22])[C@H:20]([NH:67][C:68]([N:27]2[CH2:28][CH2:29][CH:30]([CH:33]3[CH2:42][C:41]4[C:36](=[CH:37][CH:38]=[CH:39][CH:40]=4)[NH:35][C:34]3=[O:43])[CH2:31][CH2:32]2)=[O:77])[CH2:19][C:18]2[CH:17]=[CH:16][C:15]3[NH:14][N:13]=[CH:12][C:11]=3[C:10]=2[CH2:9]1)[C:2]1[CH:7]=[CH:6][CH:5]=[CH:4][CH:3]=1. The yield is 0.330. (8) The reactants are [NH2:1][CH2:2][C:3]1[C:4]([CH3:19])=[CH:5][C:6]([NH:11][C:12](=[O:18])[O:13][C:14]([CH3:17])([CH3:16])[CH3:15])=[N:7][C:8]=1[O:9][CH3:10].[Br:20][C:21]1[CH:22]=[C:23]([C:34](O)=[O:35])[C:24]2[C:25]([CH3:33])=[CH:26][N:27]([CH:30]([CH3:32])[CH3:31])[C:28]=2[CH:29]=1.C1C=NC2N(O)N=NC=2C=1.C(Cl)CCl. The catalyst is CN(C=O)C.CCOC(C)=O. The product is [Br:20][C:21]1[CH:22]=[C:23]([C:34]([NH:1][CH2:2][C:3]2[C:4]([CH3:19])=[CH:5][C:6]([NH:11][C:12](=[O:18])[O:13][C:14]([CH3:15])([CH3:16])[CH3:17])=[N:7][C:8]=2[O:9][CH3:10])=[O:35])[C:24]2[C:25]([CH3:33])=[CH:26][N:27]([CH:30]([CH3:31])[CH3:32])[C:28]=2[CH:29]=1. The yield is 0.990. (9) The product is [Cl-:63].[NH2:14][C:13]1[C:4]([O:3][CH2:1][CH3:2])=[CH:5][CH:6]=[C:7]2[C:12]=1[CH:11]=[N+:10]([CH3:28])[CH:9]=[C:8]2[CH2:15][C:16]1[CH:17]=[C:18]([O:26][CH3:27])[C:19]([O:24][CH3:25])=[C:20]([O:22][CH3:23])[CH:21]=1. No catalyst specified. The yield is 0.120. The reactants are [CH2:1]([O:3][C:4]1[C:13]([NH2:14])=[C:12]2[C:7]([C:8]([CH2:15][C:16]3[CH:21]=[C:20]([O:22][CH3:23])[C:19]([O:24][CH3:25])=[C:18]([O:26][CH3:27])[CH:17]=3)=[CH:9][N:10]=[CH:11]2)=[CH:6][CH:5]=1)[CH3:2].[CH3:28]C(N(C(C)C)CC1C=CC=CC=1)C.C=CC1C=CC=CC=1.C=CC1C=CC(C=C)=CC=1.CI.C(Cl)[Cl:63]. (10) The reactants are C[O:2][C:3]([C:5]1[CH:6]=[C:7]2[C:11](=[CH:12][CH:13]=1)[N:10]([CH2:14][C:15]1[C:20]([O:21][CH2:22][CH:23]([CH3:25])[CH3:24])=[CH:19][CH:18]=[C:17]([CH3:26])[N:16]=1)[N:9]=[CH:8]2)=[O:4].[OH-].[Na+]. The catalyst is O1CCOCC1. The product is [CH2:22]([O:21][C:20]1[C:15]([CH2:14][N:10]2[C:11]3[C:7](=[CH:6][C:5]([C:3]([OH:4])=[O:2])=[CH:13][CH:12]=3)[CH:8]=[N:9]2)=[N:16][C:17]([CH3:26])=[CH:18][CH:19]=1)[CH:23]([CH3:25])[CH3:24]. The yield is 0.870.